This data is from Forward reaction prediction with 1.9M reactions from USPTO patents (1976-2016). The task is: Predict the product of the given reaction. (1) Given the reactants Cl[CH2:2][C:3]1[CH:4]=[C:5]([CH:23]=[C:24]([C:26]([F:29])([F:28])[F:27])[CH:25]=1)[CH2:6][C:7]1[CH:8]=[C:9]2[C:13](=[CH:14][CH:15]=1)[CH2:12][C@H:11]([NH:16][S:17]([CH:20]([CH3:22])[CH3:21])(=[O:19])=[O:18])[CH2:10]2.[CH3:30][NH:31][CH3:32], predict the reaction product. The product is: [CH3:30][N:31]([CH2:2][C:3]1[CH:4]=[C:5]([CH:23]=[C:24]([C:26]([F:29])([F:28])[F:27])[CH:25]=1)[CH2:6][C:7]1[CH:8]=[C:9]2[C:13](=[CH:14][CH:15]=1)[CH2:12][C@H:11]([NH:16][S:17]([CH:20]([CH3:22])[CH3:21])(=[O:19])=[O:18])[CH2:10]2)[CH3:32]. (2) Given the reactants [Br:1][C:2]1[CH:7]=[CH:6][C:5]([C@@H:8]([N:10]([CH2:15][CH2:16][C:17]([OH:28])([C:22]2[CH:27]=[CH:26][CH:25]=[CH:24][CH:23]=2)[CH2:18][C:19]([CH3:21])=[CH2:20])[C:11](=O)[O:12]C)[CH3:9])=[CH:4][CH:3]=1.[H-].[Na+], predict the reaction product. The product is: [Br:1][C:2]1[CH:3]=[CH:4][C:5]([C@@H:8]([N:10]2[CH2:15][CH2:16][C@:17]([CH2:18][C:19]([CH3:21])=[CH2:20])([C:22]3[CH:23]=[CH:24][CH:25]=[CH:26][CH:27]=3)[O:28][C:11]2=[O:12])[CH3:9])=[CH:6][CH:7]=1. (3) Given the reactants [NH2:1][C:2]1[N:7]=[CH:6][N:5]=[C:4]2[N:8]([CH:24]3[CH2:29][CH2:28][N:27]([C:30]([N:32]4[CH2:37][CH2:36][N:35]([CH3:38])[CH2:34][CH2:33]4)=[O:31])[CH2:26][CH2:25]3)[N:9]=[C:10]([C:11]3[CH:16]=[CH:15][C:14]([O:17][C:18]4[CH:23]=[CH:22][CH:21]=[CH:20][CH:19]=4)=[CH:13][CH:12]=3)[C:3]=12.[C:39]([OH:46])(=[O:45])/[CH:40]=[CH:41]\[C:42]([OH:44])=[O:43], predict the reaction product. The product is: [C:39]([OH:46])(=[O:45])/[CH:40]=[CH:41]\[C:42]([OH:44])=[O:43].[C:39]([OH:46])(=[O:45])/[CH:40]=[CH:41]\[C:42]([OH:44])=[O:43].[NH2:1][C:2]1[N:7]=[CH:6][N:5]=[C:4]2[N:8]([CH:24]3[CH2:29][CH2:28][N:27]([C:30]([N:32]4[CH2:37][CH2:36][N:35]([CH3:38])[CH2:34][CH2:33]4)=[O:31])[CH2:26][CH2:25]3)[N:9]=[C:10]([C:11]3[CH:12]=[CH:13][C:14]([O:17][C:18]4[CH:19]=[CH:20][CH:21]=[CH:22][CH:23]=4)=[CH:15][CH:16]=3)[C:3]=12. (4) Given the reactants C([Li])CCC.C(NC(C)C)(C)C.[CH:13]1([CH2:16][C:17]#[N:18])[CH2:15][CH2:14]1.C[O:20][C:21](=O)[C:22]1[CH:27]=[CH:26][C:25]([C:28]#[N:29])=[CH:24][CH:23]=1, predict the reaction product. The product is: [C:17]([CH:16]([CH:13]1[CH2:15][CH2:14]1)[C:21]([C:22]1[CH:27]=[CH:26][C:25]([C:28]#[N:29])=[CH:24][CH:23]=1)=[O:20])#[N:18].